From a dataset of Reaction yield outcomes from USPTO patents with 853,638 reactions. Predict the reaction yield, written as a fraction of the theoretical maximum amount of product (1.0 means a 100% yield; for example, 0.34 means a 34% yield). (1) The reactants are [OH:1][CH2:2][C:3]1[O:7][C:6]([CH2:8][N:9]([CH2:22][C:23]([F:26])([F:25])[F:24])[C:10]2[CH:17]=[CH:16][C:13]([C:14]#[N:15])=[C:12]([C:18]([F:21])([F:20])[F:19])[CH:11]=2)=[CH:5][CH:4]=1. The catalyst is C(#N)C.[O-2].[O-2].[Mn+4]. The product is [CH:2]([C:3]1[O:7][C:6]([CH2:8][N:9]([CH2:22][C:23]([F:26])([F:25])[F:24])[C:10]2[CH:17]=[CH:16][C:13]([C:14]#[N:15])=[C:12]([C:18]([F:19])([F:20])[F:21])[CH:11]=2)=[CH:5][CH:4]=1)=[O:1]. The yield is 1.00. (2) The reactants are C(OC1C=C(C2C=CC=C(C(C3OC(C)=NN=3)O)C=2)C=CC=1)C1C=CC=CC=1.[CH3:29][O:30][C:31]1[CH:32]=[C:33]([CH:37](C2OC(C)=NN=2)[OH:38])[CH:34]=[CH:35][CH:36]=1.CN1NC=CO1. No catalyst specified. The product is [CH:37](=[O:38])[C:33]1[CH:34]=[CH:35][CH:36]=[C:31]([O:30][CH3:29])[CH:32]=1. The yield is 0.534. (3) The reactants are C(O)(=O)C(C)(C)C.C(=O)([O-])[O-].[K+].[K+].Br[C:15]1[CH:33]=[CH:32][C:31]([Cl:34])=[CH:30][C:16]=1[CH2:17][O:18][C:19]1[CH:28]=[C:27]2[C:22]([CH2:23][CH2:24][CH2:25][C:26]2=[O:29])=[CH:21][CH:20]=1. The catalyst is CC(N(C)C)=O.C([O-])(=O)C(C)(C)C.[Pd+2].C([O-])(=O)C(C)(C)C.FC1C=CC(P(C2C=CC(F)=CC=2)C2C=CC(F)=CC=2)=CC=1. The product is [Cl:34][C:31]1[CH:32]=[CH:33][C:15]2[C:20]3[CH:21]=[C:22]4[CH2:23][CH2:24][CH2:25][C:26](=[O:29])[C:27]4=[CH:28][C:19]=3[O:18][CH2:17][C:16]=2[CH:30]=1. The yield is 0.670. (4) The reactants are [Cl:1][C:2]1[C:3]([OH:40])=[C:4]([S:9]([N:12]([CH2:26][C:27]2[CH:32]=[CH:31][C:30]([C:33]3[CH:38]=[CH:37][C:36]([F:39])=[CH:35][CH:34]=3)=[CH:29][CH:28]=2)[CH2:13][C:14]2[CH:19]=[CH:18][CH:17]=[C:16]([CH2:20][NH:21][CH2:22][CH:23]([CH3:25])[CH3:24])[CH:15]=2)(=[O:11])=[O:10])[CH:5]=[C:6]([Cl:8])[CH:7]=1.CCN(C(C)C)C(C)C.[N:50]1([C:56]2[CH:64]=[CH:63][C:59]([C:60]([OH:62])=O)=[CH:58][N:57]=2)[CH2:55][CH2:54][CH2:53][CH2:52][CH2:51]1.CCN=C=NCCCN(C)C.C1C=CC2N(O)N=NC=2C=1. The catalyst is C(#N)C.C(OCC)(=O)C. The product is [Cl:1][C:2]1[C:3]([OH:40])=[C:4]([S:9]([N:12]([CH2:13][C:14]2[CH:15]=[C:16]([CH:17]=[CH:18][CH:19]=2)[CH2:20][N:21]([CH2:22][CH:23]([CH3:25])[CH3:24])[C:60](=[O:62])[C:59]2[CH:63]=[CH:64][C:56]([N:50]3[CH2:51][CH2:52][CH2:53][CH2:54][CH2:55]3)=[N:57][CH:58]=2)[CH2:26][C:27]2[CH:28]=[CH:29][C:30]([C:33]3[CH:34]=[CH:35][C:36]([F:39])=[CH:37][CH:38]=3)=[CH:31][CH:32]=2)(=[O:11])=[O:10])[CH:5]=[C:6]([Cl:8])[CH:7]=1. The yield is 0.600. (5) The reactants are Cl.[CH:2]1([N:5]([CH3:12])[CH2:6]/[CH:7]=[CH:8]/[C:9]([OH:11])=O)[CH2:4][CH2:3]1.C(Cl)(C(Cl)=O)=O.[NH2:19][C:20]1[N:28]=[CH:27][N:26]=[C:25]2[C:21]=1[N:22]([C:39]1[CH:44]=[CH:43][C:42]([O:45][C:46]3[CH:51]=[CH:50][CH:49]=[CH:48][CH:47]=3)=[CH:41][CH:40]=1)[C:23](=[O:38])[N:24]2[C:29]1[CH:34]=[C:33]([NH:35][CH3:36])[CH:32]=[CH:31][C:30]=1[CH3:37]. The catalyst is C(#N)C.CN(C=O)C.C(Cl)Cl. The product is [NH2:19][C:20]1[N:28]=[CH:27][N:26]=[C:25]2[C:21]=1[N:22]([C:39]1[CH:44]=[CH:43][C:42]([O:45][C:46]3[CH:51]=[CH:50][CH:49]=[CH:48][CH:47]=3)=[CH:41][CH:40]=1)[C:23](=[O:38])[N:24]2[C:29]1[CH:34]=[C:33]([N:35]([CH3:36])[C:9](=[O:11])/[CH:8]=[CH:7]/[CH2:6][N:5]([CH:2]2[CH2:3][CH2:4]2)[CH3:12])[CH:32]=[CH:31][C:30]=1[CH3:37]. The yield is 0.0500. (6) The reactants are C[Mg]I.[Br:4][C:5]1[CH:18]=[CH:17][C:16]2[O:15][C:14]3[C:9](=[CH:10][CH:11]=[C:12]([Br:19])[CH:13]=3)[C:8](=O)[C:7]=2[CH:6]=1.[CH3:21]C(O)=O. The catalyst is C1COCC1.CCOC(C)=O. The product is [Br:4][C:5]1[CH:18]=[CH:17][C:16]2[O:15][C:14]3[C:9](=[CH:10][CH:11]=[C:12]([Br:19])[CH:13]=3)[C:8](=[CH2:21])[C:7]=2[CH:6]=1. The yield is 0.647.